From a dataset of Reaction yield outcomes from USPTO patents with 853,638 reactions. Predict the reaction yield, written as a fraction of the theoretical maximum amount of product (1.0 means a 100% yield; for example, 0.34 means a 34% yield). (1) The reactants are [N+:1]([C:4]1[CH:9]=[CH:8][C:7]([CH:10]2[CH2:15][CH2:14][CH2:13][N:12]([CH2:16][CH2:17][CH3:18])[CH2:11]2)=[CH:6][CH:5]=1)([O-])=O.[Sn](Cl)Cl. The catalyst is CO. The product is [CH2:16]([N:12]1[CH2:13][CH2:14][CH2:15][CH:10]([C:7]2[CH:6]=[CH:5][C:4]([NH2:1])=[CH:9][CH:8]=2)[CH2:11]1)[CH2:17][CH3:18]. The yield is 0.900. (2) The reactants are [CH:1]([O:4][C:5]1[CH:13]=[CH:12][C:8]([C:9]([OH:11])=O)=[CH:7][C:6]=1[C:14]([F:17])([F:16])[F:15])([CH3:3])[CH3:2].C1C=CC2N(O)N=NC=2C=1.CCN=C=NCCCN(C)C.O[N:40]=[C:41]([C:43]1[C:44]2[CH2:45][CH2:46][CH:47]([OH:52])[C:48]=2[CH:49]=[CH:50][CH:51]=1)[NH2:42].[Na+].[Cl-]. The catalyst is CN(C=O)C. The product is [CH:1]([O:4][C:5]1[CH:13]=[CH:12][C:8]([C:9]2[O:11][N:42]=[C:41]([C:43]3[CH:51]=[CH:50][CH:49]=[C:48]4[C:44]=3[CH2:45][CH2:46][CH:47]4[OH:52])[N:40]=2)=[CH:7][C:6]=1[C:14]([F:17])([F:16])[F:15])([CH3:2])[CH3:3]. The yield is 0.680. (3) The reactants are [NH2:1][CH2:2][C:3]([N:5]1[C:13]2[C:8](=[CH:9][C:10](/[CH:14]=[CH:15]/[CH:16]([C:21]3[CH:26]=[C:25]([Cl:27])[C:24]([F:28])=[C:23]([Cl:29])[CH:22]=3)[C:17]([F:20])([F:19])[F:18])=[CH:11][CH:12]=2)[CH:7]=[CH:6]1)=[O:4].[F:30][C:31]([F:37])([F:36])[CH2:32][C:33](O)=[O:34].C1CN([P+](ON2N=NC3C=CC=CC2=3)(N2CCCC2)N2CCCC2)CC1.F[P-](F)(F)(F)(F)F.CCN(C(C)C)C(C)C. The catalyst is C(Cl)Cl. The product is [Cl:27][C:25]1[CH:26]=[C:21]([CH:16]([C:17]([F:19])([F:20])[F:18])/[CH:15]=[CH:14]/[C:10]2[CH:9]=[C:8]3[C:13](=[CH:12][CH:11]=2)[N:5]([C:3](=[O:4])[CH2:2][NH:1][C:33](=[O:34])[CH2:32][C:31]([F:37])([F:36])[F:30])[CH:6]=[CH:7]3)[CH:22]=[C:23]([Cl:29])[C:24]=1[F:28]. The yield is 0.600.